This data is from Forward reaction prediction with 1.9M reactions from USPTO patents (1976-2016). The task is: Predict the product of the given reaction. (1) The product is: [CH2:22]([S:24]([CH2:27][CH2:28][N:29]([C@@H:30]([C:32]1[N:33]([C:43]2[CH:44]=[CH:45][C:46]([O:49][CH2:50][C:51]([F:52])([F:53])[F:54])=[CH:47][CH:48]=2)[C:34](=[O:42])[C:35]2[CH:41]=[CH:40][CH:39]=[N:38][C:36]=2[N:37]=1)[CH3:31])[C:9](=[O:11])[CH2:8][C:5]1[CH:6]=[CH:7][C:2]([F:1])=[C:3]([C:12]([F:15])([F:14])[F:13])[CH:4]=1)(=[O:26])=[O:25])[CH3:23]. Given the reactants [F:1][C:2]1[CH:7]=[CH:6][C:5]([CH2:8][C:9]([OH:11])=O)=[CH:4][C:3]=1[C:12]([F:15])([F:14])[F:13].C(Cl)(=O)C(Cl)=O.[CH2:22]([S:24]([CH2:27][CH2:28][NH:29][C@@H:30]([C:32]1[N:33]([C:43]2[CH:48]=[CH:47][C:46]([O:49][CH2:50][C:51]([F:54])([F:53])[F:52])=[CH:45][CH:44]=2)[C:34](=[O:42])[C:35]2[CH:41]=[CH:40][CH:39]=[N:38][C:36]=2[N:37]=1)[CH3:31])(=[O:26])=[O:25])[CH3:23].C(N(CC)CC)C.C(=O)(O)[O-].[Na+], predict the reaction product. (2) Given the reactants [CH3:1][N:2]1[CH:6]=[C:5]([C:7]([OH:9])=O)[CH:4]=[N:3]1.[CH3:10][O:11][CH2:12][CH2:13][NH:14][CH3:15], predict the reaction product. The product is: [CH3:10][O:11][CH2:12][CH2:13][N:14]([CH3:15])[C:7]([C:5]1[CH:4]=[N:3][N:2]([CH3:1])[CH:6]=1)=[O:9]. (3) Given the reactants [Cl:1][C:2]1[CH:3]=[C:4]([CH:6]=[CH:7][CH:8]=1)[NH2:5].C(N(CC)CC)C.Br[CH2:17][CH2:18][CH2:19][CH2:20][C:21](Cl)=[O:22].[NH:24]1[CH2:29][CH2:28][CH2:27][CH2:26][CH2:25]1.C([O-])=O, predict the reaction product. The product is: [Cl:1][C:2]1[CH:3]=[C:4]([NH:5][C:21](=[O:22])[CH2:20][CH2:19][CH2:18][CH2:17][N:24]2[CH2:29][CH2:28][CH2:27][CH2:26][CH2:25]2)[CH:6]=[CH:7][CH:8]=1. (4) Given the reactants [Cl:1][C:2]1[C:10]2[N:9]=[C:8]([NH:11][C:12]3[C:13]([O:20][CH3:21])=[N:14][C:15]([O:18][CH3:19])=[CH:16][CH:17]=3)[N:7]([CH2:22][CH2:23][CH2:24][CH2:25]O)[C:6]=2[C:5]([CH:27]([CH2:30][CH3:31])[CH2:28][CH3:29])=[CH:4][CH:3]=1.CS(Cl)(=O)=O.C(=O)(O)[O-].[Na+].C(=O)([O-])[O-].[K+].[K+], predict the reaction product. The product is: [Cl:1][C:2]1[C:10]2[N:9]=[C:8]3[N:11]([C:12]4[C:13]([O:20][CH3:21])=[N:14][C:15]([O:18][CH3:19])=[CH:16][CH:17]=4)[CH2:25][CH2:24][CH2:23][CH2:22][N:7]3[C:6]=2[C:5]([CH:27]([CH2:30][CH3:31])[CH2:28][CH3:29])=[CH:4][CH:3]=1.